From a dataset of Catalyst prediction with 721,799 reactions and 888 catalyst types from USPTO. Predict which catalyst facilitates the given reaction. (1) Reactant: [CH:1](NC(C)C)(C)C.[Li]CCCC.N#N.[Cl:15][C:16]1[N:17]=[C:18]([Cl:35])[C:19]2[CH:24]=[CH:23][N:22]([S:25]([C:28]3[CH:33]=[CH:32][C:31]([CH3:34])=[CH:30][CH:29]=3)(=[O:27])=[O:26])[C:20]=2[N:21]=1. Product: [Cl:15][C:16]1[N:17]=[C:18]([Cl:35])[C:19]2[CH:24]=[C:23]([CH3:1])[N:22]([S:25]([C:28]3[CH:29]=[CH:30][C:31]([CH3:34])=[CH:32][CH:33]=3)(=[O:26])=[O:27])[C:20]=2[N:21]=1. The catalyst class is: 1. (2) Reactant: Cl[C:2]1[CH:7]=[CH:6][C:5]([C:8]2[CH:34]=[CH:33][C:11]3[NH:12][C:13]([C@@H:15]4[CH2:19][C:18]([F:21])([F:20])[CH2:17][N:16]4[C:22](=[O:32])[C@@H:23]([NH:27][C:28](=[O:31])[O:29][CH3:30])[CH:24]([CH3:26])[CH3:25])=[N:14][C:10]=3[CH:9]=2)=[CH:4][CH:3]=1.[CH3:35][C:36]1([CH3:52])[C:40]([CH3:42])([CH3:41])[O:39][B:38]([B:38]2[O:39][C:40]([CH3:42])([CH3:41])[C:36]([CH3:52])([CH3:35])[O:37]2)[O:37]1.C([O-])(=O)C.[K+].C1(P(C2CCCCC2)C2CCCCC2)CCCCC1. Product: [F:20][C:18]1([F:21])[CH2:17][N:16]([C:22](=[O:32])[C@@H:23]([NH:27][C:28](=[O:31])[O:29][CH3:30])[CH:24]([CH3:25])[CH3:26])[C@H:15]([C:13]2[NH:12][C:11]3[CH:33]=[CH:34][C:8]([C:5]4[CH:6]=[CH:7][C:2]([B:38]5[O:39][C:40]([CH3:42])([CH3:41])[C:36]([CH3:52])([CH3:35])[O:37]5)=[CH:3][CH:4]=4)=[CH:9][C:10]=3[N:14]=2)[CH2:19]1. The catalyst class is: 102. (3) Reactant: [O:1]1[CH:5]=[CH:4][C:3]([C:6]2[CH:14]=[CH:13][CH:12]=[C:11]3[C:7]=2[C:8]2([C:20]4=[CH:21][C:22]5[O:26][CH2:25][O:24][C:23]=5[CH:27]=[C:19]4[O:18][CH2:17]2)[C:9](=[O:16])[N:10]3[CH3:15])=[CH:2]1.[H][H]. Product: [CH3:15][N:10]1[C:11]2[C:7](=[C:6]([CH:3]3[CH2:4][CH2:5][O:1][CH2:2]3)[CH:14]=[CH:13][CH:12]=2)[C:8]2([C:20]3=[CH:21][C:22]4[O:26][CH2:25][O:24][C:23]=4[CH:27]=[C:19]3[O:18][CH2:17]2)[C:9]1=[O:16]. The catalyst class is: 78. (4) Reactant: [Br:1][C:2]1[CH:3]=[CH:4][C:5]([NH:8][C@@H:9]2[CH2:14][CH2:13][CH2:12][N:11](C(OC(C)(C)C)=O)[C@H:10]2[CH3:22])=[N:6][CH:7]=1.C(O)(C(F)(F)F)=O. Product: [Br:1][C:2]1[CH:3]=[CH:4][C:5]([NH:8][C@@H:9]2[CH2:14][CH2:13][CH2:12][NH:11][C@H:10]2[CH3:22])=[N:6][CH:7]=1. The catalyst class is: 2. (5) Product: [C:9]1([S:15]([C:18]2[CH:19]=[CH:20][C:21]([O:27][CH2:1][C:2]3[CH:7]=[CH:6][CH:5]=[CH:4][CH:3]=3)=[C:22]([C:24](=[O:26])[CH3:25])[CH:23]=2)(=[O:17])=[O:16])[CH:10]=[CH:11][CH:12]=[CH:13][CH:14]=1. The catalyst class is: 115. Reactant: [CH2:1](Br)[C:2]1[CH:7]=[CH:6][CH:5]=[CH:4][CH:3]=1.[C:9]1([S:15]([C:18]2[CH:19]=[CH:20][C:21]([OH:27])=[C:22]([C:24](=[O:26])[CH3:25])[CH:23]=2)(=[O:17])=[O:16])[CH:14]=[CH:13][CH:12]=[CH:11][CH:10]=1.C(=O)([O-])[O-].[K+].[K+]. (6) Reactant: [CH3:1][C:2]1[O:6][C:5]([C:7]([NH:9][C:10]([C:13]2[N:19]([CH3:20])[C:17](=[O:18])[C:16]([OH:21])=[C:15]([C:22]([NH:24][CH2:25][C:26]3[CH:27]=[CH:28][C:29]([F:32])=[CH:30][CH:31]=3)=[O:23])[N:14]=2)([CH3:12])[CH3:11])=[O:8])=[N:4][N:3]=1.C(O)C.[OH-].[Ba+2:37].[OH-]. The catalyst class is: 10. Product: [CH3:1][C:2]1[O:6][C:5]([C:7]([NH:9][C:10]([C:13]2[N:19]([CH3:20])[C:17](=[O:18])[C:16]([OH:21])=[C:15]([C:22]([NH:24][CH2:25][C:26]3[CH:27]=[CH:28][C:29]([F:32])=[CH:30][CH:31]=3)=[O:23])[N:14]=2)([CH3:12])[CH3:11])=[O:8])=[N:4][N:3]=1.[Ba:37]. (7) Reactant: C(OC(=O)[C:6](=[O:79])[CH:7]([NH:11][C:12](=[O:78])[CH:13]([NH:15][NH:16][C:17]1[CH:77]=[CH:76][C:20]([CH2:21][O:22][C:23]([N:25]2[C:31]3[CH:32]=[C:33]([O:38][CH2:39][CH2:40][CH2:41][CH2:42][CH2:43][O:44][C:45]4[C:46]([O:68][CH3:69])=[CH:47][C:48]5[C:54](=[O:55])[N:53]6[CH:56]=[C:57]([CH3:59])[CH2:58][CH:52]6[C@H:51](O)[N:50](C(OCC=C)=O)[C:49]=5[CH:67]=4)[C:34]([O:36][CH3:37])=[CH:35][C:30]=3[C:29](=[O:70])[N:28]3[CH:71]=[C:72]([CH3:74])[CH2:73][CH:27]3[C@@H:26]2[OH:75])=[O:24])=[CH:19][CH:18]=1)[CH3:14])[CH:8]([CH3:10])[CH3:9])C=C.[NH:81]1CCCC1. Product: [OH:75][C@@H:26]1[N:25]([C:23]([O:22][CH2:21][C:20]2[CH:19]=[CH:18][C:17]([NH:16][NH:15][CH:13]([CH3:14])[C:12]([NH:11][CH:7]([CH:8]([CH3:10])[CH3:9])[C:6]([NH2:81])=[O:79])=[O:78])=[CH:77][CH:76]=2)=[O:24])[C:31]2[CH:32]=[C:33]([O:38][CH2:39][CH2:40][CH2:41][CH2:42][CH2:43][O:44][C:45]3[C:46]([O:68][CH3:69])=[CH:47][C:48]4[C:54](=[O:55])[N:53]5[CH:56]=[C:57]([CH3:59])[CH2:58][CH:52]5[CH:51]=[N:50][C:49]=4[CH:67]=3)[C:34]([O:36][CH3:37])=[CH:35][C:30]=2[C:29](=[O:70])[N:28]2[CH:71]=[C:72]([CH3:74])[CH2:73][CH:27]12. The catalyst class is: 668. (8) Reactant: [F:1][C:2]([F:19])([F:18])[C:3](=O)[CH2:4][C:5]([C:7]1[CH:12]=[CH:11][C:10]([C:13]([F:16])([F:15])[F:14])=[CH:9][CH:8]=1)=O.[CH2:20]([O:22][C:23]([C:25]1[N:26]=[CH:27][NH:28][C:29]=1[NH2:30])=[O:24])[CH3:21]. Product: [CH2:20]([O:22][C:23]([C:25]1[N:26]=[CH:27][N:28]2[C:3]([C:2]([F:19])([F:18])[F:1])=[CH:4][C:5]([C:7]3[CH:12]=[CH:11][C:10]([C:13]([F:16])([F:15])[F:14])=[CH:9][CH:8]=3)=[N:30][C:29]=12)=[O:24])[CH3:21]. The catalyst class is: 15. (9) Reactant: [NH2:1][C:2]1[C:3]([C:13]([O:15][CH3:16])=[O:14])=[CH:4][CH:5]=[C:6]2[C:11]=1[N:10]([CH3:12])[CH2:9][CH2:8][CH2:7]2.[Br:17]Br. Product: [NH2:1][C:2]1[C:3]([C:13]([O:15][CH3:16])=[O:14])=[CH:4][C:5]([Br:17])=[C:6]2[C:11]=1[N:10]([CH3:12])[CH2:9][CH2:8][CH2:7]2. The catalyst class is: 2. (10) Reactant: [Cl:1][C:2]1[CH:3]=[C:4]([CH2:20][OH:21])[C:5]([C@@H:8]([NH:12][C:13](=[O:19])[O:14][C:15]([CH3:18])([CH3:17])[CH3:16])[CH:9]([CH3:11])[CH3:10])=[N:6][CH:7]=1.C(N(CC)CC)C.[CH3:29][S:30](Cl)(=[O:32])=[O:31]. Product: [CH3:29][S:30]([O:21][CH2:20][C:4]1[C:5]([C@@H:8]([NH:12][C:13]([O:14][C:15]([CH3:16])([CH3:18])[CH3:17])=[O:19])[CH:9]([CH3:11])[CH3:10])=[N:6][CH:7]=[C:2]([Cl:1])[CH:3]=1)(=[O:32])=[O:31]. The catalyst class is: 2.